Predict the product of the given reaction. From a dataset of Forward reaction prediction with 1.9M reactions from USPTO patents (1976-2016). Given the reactants [NH:1]1[C:9]2[C:4](=[CH:5][C:6]([S:10]([C:13]3[CH:14]=[C:15]([OH:33])[C:16]4[O:25][C:24]5[CH2:23][CH2:22][N:21]([C:26]([O:28][C:29]([CH3:32])([CH3:31])[CH3:30])=[O:27])[CH2:20][C:19]=5[C:17]=4[CH:18]=3)(=[O:12])=[O:11])=[CH:7][CH:8]=2)[CH:3]=[CH:2]1.[OH-].[Na+].Cl[C:37]([O:39][CH2:40][CH3:41])=[O:38], predict the reaction product. The product is: [CH2:40]([O:39][C:37]([N:1]1[C:9]2[C:4](=[CH:5][C:6]([S:10]([C:13]3[CH:14]=[C:15]([OH:33])[C:16]4[O:25][C:24]5[CH2:23][CH2:22][N:21]([C:26]([O:28][C:29]([CH3:30])([CH3:32])[CH3:31])=[O:27])[CH2:20][C:19]=5[C:17]=4[CH:18]=3)(=[O:12])=[O:11])=[CH:7][CH:8]=2)[CH:3]=[CH:2]1)=[O:38])[CH3:41].